This data is from Full USPTO retrosynthesis dataset with 1.9M reactions from patents (1976-2016). The task is: Predict the reactants needed to synthesize the given product. (1) Given the product [CH3:17][C:16]([CH3:19])([CH3:18])[C:65]([NH:64][NH:21][C:6](=[O:8])[C:5]1[CH:4]=[CH:3][C:2]([I:1])=[CH:10][CH:9]=1)=[O:66], predict the reactants needed to synthesize it. The reactants are: [I:1][C:2]1[CH:10]=[CH:9][C:5]([C:6]([OH:8])=O)=[CH:4][CH:3]=1.C(O[C:16]([CH3:19])([CH3:18])[CH3:17])(=O)NN.C[N:21](C(ON1N=NC2C=CC=NC1=2)=[N+](C)C)C.F[P-](F)(F)(F)(F)F.ON1C2C=CC=CC=2N=N1.C(N(CC)C(C)C)(C)C.C[N:64](C)[CH:65]=[O:66]. (2) The reactants are: [S:1]1[C:5]2[CH2:6][CH2:7][CH2:8][C:4]=2[N:3]=[C:2]1[NH2:9].CO[C:12](OC)([CH2:15]Br)[CH:13]=[O:14].C(=O)(O)[O-].[Na+].C(OC)(C)(C)C. Given the product [N:9]1[C:12]([CH:13]=[O:14])=[CH:15][N:3]2[C:4]3[CH2:8][CH2:7][CH2:6][C:5]=3[S:1][C:2]=12, predict the reactants needed to synthesize it. (3) Given the product [CH3:3][N:2]([CH3:1])[CH2:4][C:5]1([C:11]2[CH:16]=[CH:15][C:14]([O:17][CH2:25][CH2:24][CH:23]([N:18]3[CH2:22][CH2:21][CH2:20][CH2:19]3)[CH3:27])=[CH:13][CH:12]=2)[CH2:6][CH2:7][O:8][CH2:9][CH2:10]1, predict the reactants needed to synthesize it. The reactants are: [CH3:1][N:2]([CH2:4][C:5]1([C:11]2[CH:16]=[CH:15][C:14]([OH:17])=[CH:13][CH:12]=2)[CH2:10][CH2:9][O:8][CH2:7][CH2:6]1)[CH3:3].[N:18]1([CH:23]([CH3:27])[CH2:24][CH2:25]O)[CH2:22][CH2:21][CH2:20][CH2:19]1.C1C=CC(P(C2C=CC=CC=2)C2C=CC=CC=2)=CC=1.CC(OC(/N=N/C(OC(C)C)=O)=O)C. (4) Given the product [Cl:1][C:2]1[CH:7]=[CH:6][C:5]([C:8]2[CH:13]=[CH:12][C:11]([N:36]3[CH2:41][CH2:40][O:39][CH2:38][CH2:37]3)=[CH:10][C:9]=2[CH2:22][N:23]2[CH2:24][CH2:25][N:26]([C:29]([O:31][C:32]([CH3:35])([CH3:33])[CH3:34])=[O:30])[CH2:27][CH2:28]2)=[CH:4][CH:3]=1, predict the reactants needed to synthesize it. The reactants are: [Cl:1][C:2]1[CH:7]=[CH:6][C:5]([C:8]2[CH:13]=[CH:12][C:11](OS(C(F)(F)F)(=O)=O)=[CH:10][C:9]=2[CH2:22][N:23]2[CH2:28][CH2:27][N:26]([C:29]([O:31][C:32]([CH3:35])([CH3:34])[CH3:33])=[O:30])[CH2:25][CH2:24]2)=[CH:4][CH:3]=1.[NH:36]1[CH2:41][CH2:40][O:39][CH2:38][CH2:37]1.C1(C2C=CC=CC=2)C=CC=CC=1P(C(C)(C)C)C(C)(C)C.C(=O)([O-])[O-].[Cs+].[Cs+]. (5) The reactants are: [Sn](Cl)(Cl)(Cl)Cl.[Cl:6][C:7]1[N:15]=[CH:14][CH:13]=[CH:12][C:8]=1[C:9](Cl)=[O:10].[CH2:16]([O:18][C:19]([C:21]1[NH:22][CH:23]=[CH:24][CH:25]=1)=[O:20])[CH3:17]. Given the product [CH2:16]([O:18][C:19]([C:21]1[NH:22][C:23]([C:9]([C:8]2[C:7]([Cl:6])=[N:15][CH:14]=[CH:13][CH:12]=2)=[O:10])=[CH:24][CH:25]=1)=[O:20])[CH3:17], predict the reactants needed to synthesize it. (6) The reactants are: [NH2:1][C:2]1[CH:7]=[CH:6][C:5]([N:8]([CH2:30][C:31]2[CH:36]=[CH:35][CH:34]=[C:33]([C:37]#[N:38])[CH:32]=2)[CH:9]2[CH2:14][CH2:13][N:12]([CH:15]([CH3:29])[CH2:16][CH2:17][NH:18][C:19](=[O:28])[C:20]3[C:25]([CH3:26])=[CH:24][CH:23]=[CH:22][C:21]=3[CH3:27])[CH2:11][CH2:10]2)=[CH:4][CH:3]=1.CCN(CC)CC.[C:46](O[C:46]([C:48]([F:51])([F:50])[F:49])=[O:47])([C:48]([F:51])([F:50])[F:49])=[O:47]. Given the product [C:37]([C:33]1[CH:32]=[C:31]([CH:36]=[CH:35][CH:34]=1)[CH2:30][N:8]([C:5]1[CH:6]=[CH:7][C:2]([NH:1][C:46](=[O:47])[C:48]([F:51])([F:50])[F:49])=[CH:3][CH:4]=1)[CH:9]1[CH2:10][CH2:11][N:12]([CH:15]([CH3:29])[CH2:16][CH2:17][NH:18][C:19](=[O:28])[C:20]2[C:21]([CH3:27])=[CH:22][CH:23]=[CH:24][C:25]=2[CH3:26])[CH2:13][CH2:14]1)#[N:38], predict the reactants needed to synthesize it. (7) Given the product [ClH:17].[N:1]1[CH:6]=[CH:5][CH:4]=[C:3]([C:7]2[CH:16]=[CH:15][C:10]([C:11]([OH:13])=[O:12])=[CH:9][CH:8]=2)[CH:2]=1, predict the reactants needed to synthesize it. The reactants are: [N:1]1[CH:6]=[CH:5][CH:4]=[C:3]([C:7]2[CH:16]=[CH:15][C:10]([C:11]([O:13]C)=[O:12])=[CH:9][CH:8]=2)[CH:2]=1.[ClH:17]. (8) Given the product [O:10]1[CH:11]=[CH:12][C:8]([N:7]([CH2:16][C@@H:17]2[O:21][C:20](=[O:22])[N:19]([C:23]3[CH:28]=[CH:27][C:26]([C:29]4[CH2:34][CH2:33][N:32]([CH2:35][C:36]5[CH:41]=[CH:40][CH:39]=[CH:38][CH:37]=5)[CH2:31][CH:30]=4)=[C:25]([F:42])[CH:24]=3)[CH2:18]2)[C:5]([O:4][CH2:3][C:2]([Cl:1])([Cl:13])[Cl:14])=[O:6])=[N:9]1, predict the reactants needed to synthesize it. The reactants are: [Cl:1][C:2]([Cl:14])([Cl:13])[CH2:3][O:4][C:5]([NH:7][C:8]1[CH:12]=[CH:11][O:10][N:9]=1)=[O:6].O[CH2:16][C@@H:17]1[O:21][C:20](=[O:22])[N:19]([C:23]2[CH:28]=[CH:27][C:26]([C:29]3[CH2:34][CH2:33][N:32]([CH2:35][C:36]4[CH:41]=[CH:40][CH:39]=[CH:38][CH:37]=4)[CH2:31][CH:30]=3)=[C:25]([F:42])[CH:24]=2)[CH2:18]1.C(P(CCCC)CCCC)CCC.N(C(N1CCCCC1)=O)=NC(N1CCCCC1)=O.